This data is from Forward reaction prediction with 1.9M reactions from USPTO patents (1976-2016). The task is: Predict the product of the given reaction. The product is: [Cl:22][C:23]1[N:24]=[CH:25][C:26]([C:2]2[C:6]([CH3:8])([CH3:7])[O:5]/[C:4](=[C:9]3/[C:10](=[O:19])[NH:11][C:12]4[C:17]/3=[CH:16][CH:15]=[C:14]([F:18])[CH:13]=4)/[CH:3]=2)=[CH:27][CH:28]=1. Given the reactants Br[C:2]1[C:6]([CH3:8])([CH3:7])[O:5]/[C:4](=[C:9]2/[C:10](=[O:19])[NH:11][C:12]3[C:17]/2=[CH:16][CH:15]=[C:14]([F:18])[CH:13]=3)/[CH:3]=1.[F-].[K+].[Cl:22][C:23]1[CH:28]=[CH:27][C:26](B(O)O)=[CH:25][N:24]=1, predict the reaction product.